This data is from NCI-60 drug combinations with 297,098 pairs across 59 cell lines. The task is: Regression. Given two drug SMILES strings and cell line genomic features, predict the synergy score measuring deviation from expected non-interaction effect. (1) Drug 1: CN1C2=C(C=C(C=C2)N(CCCl)CCCl)N=C1CCCC(=O)O.Cl. Drug 2: C1C(C(OC1N2C=NC(=NC2=O)N)CO)O. Cell line: BT-549. Synergy scores: CSS=12.2, Synergy_ZIP=-3.16, Synergy_Bliss=2.11, Synergy_Loewe=-12.8, Synergy_HSA=1.74. (2) Drug 1: CC1OCC2C(O1)C(C(C(O2)OC3C4COC(=O)C4C(C5=CC6=C(C=C35)OCO6)C7=CC(=C(C(=C7)OC)O)OC)O)O. Drug 2: CN1C(=O)N2C=NC(=C2N=N1)C(=O)N. Cell line: NCI-H522. Synergy scores: CSS=20.9, Synergy_ZIP=-3.84, Synergy_Bliss=2.15, Synergy_Loewe=-20.2, Synergy_HSA=-2.43. (3) Drug 1: CC1CCC2CC(C(=CC=CC=CC(CC(C(=O)C(C(C(=CC(C(=O)CC(OC(=O)C3CCCCN3C(=O)C(=O)C1(O2)O)C(C)CC4CCC(C(C4)OC)OCCO)C)C)O)OC)C)C)C)OC. Drug 2: C(CCl)NC(=O)N(CCCl)N=O. Cell line: M14. Synergy scores: CSS=9.23, Synergy_ZIP=-4.66, Synergy_Bliss=-0.828, Synergy_Loewe=-8.05, Synergy_HSA=-0.935. (4) Drug 1: CNC(=O)C1=CC=CC=C1SC2=CC3=C(C=C2)C(=NN3)C=CC4=CC=CC=N4. Drug 2: CC1C(C(CC(O1)OC2CC(CC3=C2C(=C4C(=C3O)C(=O)C5=C(C4=O)C(=CC=C5)OC)O)(C(=O)C)O)N)O.Cl. Cell line: DU-145. Synergy scores: CSS=56.0, Synergy_ZIP=20.4, Synergy_Bliss=23.5, Synergy_Loewe=8.06, Synergy_HSA=21.3. (5) Drug 1: C1=C(C(=O)NC(=O)N1)N(CCCl)CCCl. Drug 2: C1CNP(=O)(OC1)N(CCCl)CCCl. Cell line: 786-0. Synergy scores: CSS=39.5, Synergy_ZIP=3.75, Synergy_Bliss=5.19, Synergy_Loewe=-23.9, Synergy_HSA=3.62. (6) Drug 1: CS(=O)(=O)C1=CC(=C(C=C1)C(=O)NC2=CC(=C(C=C2)Cl)C3=CC=CC=N3)Cl. Drug 2: CC1=C(C(=O)C2=C(C1=O)N3CC4C(C3(C2COC(=O)N)OC)N4)N. Cell line: OVCAR-5. Synergy scores: CSS=32.2, Synergy_ZIP=-10.2, Synergy_Bliss=-1.22, Synergy_Loewe=-9.18, Synergy_HSA=0.564. (7) Drug 1: C(CC(=O)O)C(=O)CN.Cl. Drug 2: C1CN(CCN1C(=O)CCBr)C(=O)CCBr. Cell line: DU-145. Synergy scores: CSS=41.3, Synergy_ZIP=1.14, Synergy_Bliss=3.24, Synergy_Loewe=2.45, Synergy_HSA=6.44. (8) Drug 1: C1CCC(CC1)NC(=O)N(CCCl)N=O. Drug 2: C1=CC(=CC=C1CC(C(=O)O)N)N(CCCl)CCCl.Cl. Cell line: T-47D. Synergy scores: CSS=32.9, Synergy_ZIP=6.02, Synergy_Bliss=12.1, Synergy_Loewe=7.03, Synergy_HSA=10.3. (9) Drug 1: COC1=CC(=CC(=C1O)OC)C2C3C(COC3=O)C(C4=CC5=C(C=C24)OCO5)OC6C(C(C7C(O6)COC(O7)C8=CC=CS8)O)O. Synergy scores: CSS=32.3, Synergy_ZIP=-1.44, Synergy_Bliss=2.44, Synergy_Loewe=-48.2, Synergy_HSA=2.70. Drug 2: CC12CCC3C(C1CCC2OP(=O)(O)O)CCC4=C3C=CC(=C4)OC(=O)N(CCCl)CCCl.[Na+]. Cell line: HCC-2998.